From a dataset of Peptide-MHC class I binding affinity with 185,985 pairs from IEDB/IMGT. Regression. Given a peptide amino acid sequence and an MHC pseudo amino acid sequence, predict their binding affinity value. This is MHC class I binding data. (1) The peptide sequence is LTISPTAGI. The MHC is HLA-A02:01 with pseudo-sequence HLA-A02:01. The binding affinity (normalized) is 0.292. (2) The peptide sequence is LYPTFYCLF. The MHC is HLA-C07:02 with pseudo-sequence HLA-C07:02. The binding affinity (normalized) is 0.558. (3) The peptide sequence is SRARIKTRL. The MHC is HLA-A26:02 with pseudo-sequence HLA-A26:02. The binding affinity (normalized) is 0.0847. (4) The peptide sequence is KPVGWAMSF. The MHC is HLA-B35:01 with pseudo-sequence HLA-B35:01. The binding affinity (normalized) is 1.00. (5) The peptide sequence is SLVIVTTFV. The MHC is HLA-B35:01 with pseudo-sequence HLA-B35:01. The binding affinity (normalized) is 0. (6) The peptide sequence is VTIPQIGGM. The MHC is HLA-A69:01 with pseudo-sequence HLA-A69:01. The binding affinity (normalized) is 0.303. (7) The peptide sequence is YTVKYPHL. The MHC is H-2-Db with pseudo-sequence H-2-Db. The binding affinity (normalized) is 0.00501. (8) The peptide sequence is DVEKEKFVAT. The binding affinity (normalized) is 0.0467. The MHC is HLA-A02:01 with pseudo-sequence HLA-A02:01. (9) The peptide sequence is HFFTWGTMF. The MHC is HLA-A29:02 with pseudo-sequence HLA-A29:02. The binding affinity (normalized) is 0.872.